This data is from Reaction yield outcomes from USPTO patents with 853,638 reactions. The task is: Predict the reaction yield, written as a fraction of the theoretical maximum amount of product (1.0 means a 100% yield; for example, 0.34 means a 34% yield). (1) The reactants are [CH3:1][O:2][C:3]1[CH:4]=[C:5]2[C:10](=[CH:11][C:12]=1[O:13][CH3:14])[N:9]=[CH:8][N:7]=[C:6]2[O:15][C:16]1[CH:22]=[CH:21][C:19]([NH2:20])=[CH:18][CH:17]=1.C1(C)C=CC=CC=1.C(N(CC)CC)C.ClC(Cl)(O[C:41](=[O:47])[O:42][C:43](Cl)(Cl)Cl)Cl.[F:49][C:50]1[CH:51]=[C:52]([CH:57]=[CH:58][CH:59]=1)[O:53][CH2:54]CO. The catalyst is C(Cl)Cl. The product is [CH3:1][O:2][C:3]1[CH:4]=[C:5]2[C:10](=[CH:11][C:12]=1[O:13][CH3:14])[N:9]=[CH:8][N:7]=[C:6]2[O:15][C:16]1[CH:22]=[CH:21][C:19]([NH:20][C:41](=[O:47])[O:42][CH2:43][CH2:54][O:53][C:52]2[CH:57]=[CH:58][CH:59]=[C:50]([F:49])[CH:51]=2)=[CH:18][CH:17]=1. The yield is 0.290. (2) The reactants are [NH:1]1[CH:5]=[C:4]([C:6]#[N:7])[N:3]=[CH:2]1.F[C:9]1[CH:14]=[CH:13][C:12]([N+:15]([O-:17])=[O:16])=[CH:11][C:10]=1[O:18][CH3:19].C([O-])([O-])=O.[K+].[K+]. The catalyst is CN(C=O)C.CCOC(C)=O. The product is [CH3:19][O:18][C:10]1[CH:11]=[C:12]([N+:15]([O-:17])=[O:16])[CH:13]=[CH:14][C:9]=1[N:1]1[CH:5]=[C:4]([C:6]#[N:7])[N:3]=[CH:2]1. The yield is 0.890. (3) The reactants are [CH3:1][O:2][C:3]1[CH:12]=[CH:11][C:10]2[NH:9][C:8](=[O:13])[C:7]3[S:14][CH:15]=[CH:16][C:6]=3[C:5]=2[C:4]=1[C:17]1[CH:22]=[CH:21][C:20]([C@H:23]([N:25]([CH3:33])[C:26](=[O:32])[O:27][C:28]([CH3:31])([CH3:30])[CH3:29])[CH3:24])=[CH:19][CH:18]=1.C1C(=O)N([Cl:41])C(=O)C1. No catalyst specified. The product is [Cl:41][C:11]1[C:10]2[NH:9][C:8](=[O:13])[C:7]3[S:14][CH:15]=[CH:16][C:6]=3[C:5]=2[C:4]([C:17]2[CH:22]=[CH:21][C:20]([C@H:23]([N:25]([CH3:33])[C:26](=[O:32])[O:27][C:28]([CH3:29])([CH3:31])[CH3:30])[CH3:24])=[CH:19][CH:18]=2)=[C:3]([O:2][CH3:1])[CH:12]=1. The yield is 0.200. (4) The reactants are [ClH:1].[N:2]1([CH2:8][CH2:9][N:10]2[CH2:15][C:14]3[CH:16]=[C:17](/[CH:20]=[CH:21]/[C:22]([OH:24])=O)[CH:18]=[N:19][C:13]=3[NH:12][C:11]2=[O:25])[CH2:7][CH2:6][O:5][CH2:4][CH2:3]1.Cl.[CH3:27][N:28]1CC2C=C(/C=C/C(O)=O)C=NC=2NC(=O)C1.[CH2:45]([O:47][C:48]1[C:56]([O:57][CH3:58])=[CH:55][CH:54]=[CH:53][C:49]=1[CH2:50]CN)[CH3:46].CNCC1C=CC2C(=CC=CC=2)C=1CCC. No catalyst specified. The product is [ClH:1].[CH2:45]([O:47][C:48]1[C:56]([O:57][CH3:58])=[CH:55][CH:54]=[CH:53][C:49]=1[CH2:50][N:28]([CH3:27])[C:22](=[O:24])/[CH:21]=[CH:20]/[C:17]1[CH:18]=[N:19][C:13]2[NH:12][C:11](=[O:25])[N:10]([CH2:9][CH2:8][N:2]3[CH2:3][CH2:4][O:5][CH2:6][CH2:7]3)[CH2:15][C:14]=2[CH:16]=1)[CH3:46]. The yield is 0.370. (5) The reactants are [CH3:1][N:2]1[CH:6]=[C:5]([C:7]2[C:11]([CH3:12])=[C:10]([NH:13][C:14](=[O:22])OC3C=CC=CC=3)[N:9]([C:23]3[CH:28]=[CH:27][CH:26]=[CH:25][CH:24]=3)[N:8]=2)[CH:4]=[N:3]1.C1(C2C=CC(COC)=CC=2CN)CC1.[CH:43]1([CH:46]([C:48]2[CH:53]=[CH:52][CH:51]=[C:50]([CH2:54][O:55][CH3:56])[CH:49]=2)[NH2:47])[CH2:45][CH2:44]1. No catalyst specified. The product is [CH:43]1([CH:46]([C:48]2[CH:53]=[CH:52][CH:51]=[C:50]([CH2:54][O:55][CH3:56])[CH:49]=2)[NH:47][C:14]([NH:13][C:10]2[N:9]([C:23]3[CH:24]=[CH:25][CH:26]=[CH:27][CH:28]=3)[N:8]=[C:7]([C:5]3[CH:4]=[N:3][N:2]([CH3:1])[CH:6]=3)[C:11]=2[CH3:12])=[O:22])[CH2:44][CH2:45]1. The yield is 0.410. (6) The reactants are [OH-].[Li+].[Cl:3][C:4]1[N:5]=[C:6]([C:11]([N:13]([CH2:29][CH2:30][CH3:31])[CH:14]2[CH2:17][N:16]([C:18]3[S:19][C:20]([C:24]([O:26]CC)=[O:25])=[C:21]([CH3:23])[N:22]=3)[CH2:15]2)=[O:12])[NH:7][C:8]=1[CH2:9][CH3:10].O. The catalyst is CO.C1COCC1. The product is [Cl:3][C:4]1[N:5]=[C:6]([C:11]([N:13]([CH2:29][CH2:30][CH3:31])[CH:14]2[CH2:15][N:16]([C:18]3[S:19][C:20]([C:24]([OH:26])=[O:25])=[C:21]([CH3:23])[N:22]=3)[CH2:17]2)=[O:12])[NH:7][C:8]=1[CH2:9][CH3:10]. The yield is 0.540.